Dataset: Forward reaction prediction with 1.9M reactions from USPTO patents (1976-2016). Task: Predict the product of the given reaction. (1) Given the reactants [Cl:1][C:2]1[CH:3]=[C:4]([C:9]2[CH:14]=[C:13]([C:15]([F:18])([F:17])[F:16])[N:12]=[C:11]([C:19]3[CH:24]=[CH:23][N:22]=[C:21](Cl)[CH:20]=3)[N:10]=2)[CH:5]=[CH:6][C:7]=1[Cl:8].[NH2:26][C:27]1[CH:32]=[CH:31][C:30](B2OC(C)(C)C(C)(C)O2)=[CH:29][N:28]=1, predict the reaction product. The product is: [Cl:1][C:2]1[CH:3]=[C:4]([C:9]2[CH:14]=[C:13]([C:15]([F:16])([F:18])[F:17])[N:12]=[C:11]([C:19]3[CH:24]=[CH:23][N:22]=[C:21]([C:30]4[CH:29]=[N:28][C:27]([NH2:26])=[CH:32][CH:31]=4)[CH:20]=3)[N:10]=2)[CH:5]=[CH:6][C:7]=1[Cl:8]. (2) Given the reactants [CH2:1]([C:12]1[N:16]=[C:15]([C:17]2[CH:24]=[CH:23][C:20]([CH:21]=O)=[CH:19][CH:18]=2)[O:14][N:13]=1)[CH2:2][CH2:3][CH2:4][CH2:5][CH2:6][CH2:7][CH2:8][CH2:9][CH2:10][CH3:11].[C:25]1([NH2:35])[C:34]2[CH2:33][CH2:32][CH2:31][CH2:30][C:29]=2[CH:28]=[CH:27][CH:26]=1, predict the reaction product. The product is: [C:25]1([NH:35][CH2:21][C:20]2[CH:23]=[CH:24][C:17]([C:15]3[O:14][N:13]=[C:12]([CH2:1][CH2:2][CH2:3][CH2:4][CH2:5][CH2:6][CH2:7][CH2:8][CH2:9][CH2:10][CH3:11])[N:16]=3)=[CH:18][CH:19]=2)[C:34]2[CH2:33][CH2:32][CH2:31][CH2:30][C:29]=2[CH:28]=[CH:27][CH:26]=1.